From a dataset of Reaction yield outcomes from USPTO patents with 853,638 reactions. Predict the reaction yield, written as a fraction of the theoretical maximum amount of product (1.0 means a 100% yield; for example, 0.34 means a 34% yield). (1) The reactants are Cl[CH2:2][CH2:3][CH2:4][O:5][C:6]1[CH:7]=[N:8][CH:9]=[CH:10][CH:11]=1.[CH2:12]([NH2:19])[C:13]1[CH:18]=[CH:17][CH:16]=[CH:15][CH:14]=1. The catalyst is CO.O. The product is [CH2:12]([NH:19][CH2:2][CH2:3][CH2:4][O:5][C:6]1[CH:7]=[N:8][CH:9]=[CH:10][CH:11]=1)[C:13]1[CH:18]=[CH:17][CH:16]=[CH:15][CH:14]=1. The yield is 0.0220. (2) No catalyst specified. The yield is 0.760. The reactants are [F:1][C:2]([F:33])([C:17]([F:32])([F:31])[C:18]([F:30])([F:29])[C:19]([F:28])([F:27])[C:20]([F:26])([F:25])[C:21]([F:24])([F:23])[F:22])[CH2:3][CH2:4][O:5][CH2:6][CH2:7][CH2:8][CH2:9][CH2:10][CH2:11][CH2:12][CH2:13][CH2:14][CH:15]=[CH2:16].CO.[S:36]1C=CC=C1CC(O)=O.Cl.Cl.N(C(C)(C)C(N)=N)=NC(C)(C)C(N)=N.[C:61]([O:64]CC)(=O)[CH3:62].CCCCCC. The product is [F:1][C:2]([F:33])([C:17]([F:31])([F:32])[C:18]([F:29])([F:30])[C:19]([F:27])([F:28])[C:20]([F:25])([F:26])[C:21]([F:23])([F:24])[F:22])[CH2:3][CH2:4][O:5][CH2:6][CH2:7][CH2:8][CH2:9][CH2:10][CH2:11][CH2:12][CH2:13][CH2:14][CH2:15][CH2:16][S:36][C:61](=[O:64])[CH3:62]. (3) The reactants are Cl.[CH3:2][O:3][C:4](=[O:11])[CH2:5][CH2:6][CH2:7][CH2:8][CH2:9][NH2:10].C(N(CC)CC)C.C(Cl)Cl.[C:22]([N:30]=[C:31]=[O:32])(=[O:29])[C:23]1[CH:28]=[CH:27][CH:26]=[CH:25][CH:24]=1. The catalyst is CN(C1C=CN=CC=1)C.[Cl-].[Na+].O. The product is [CH3:2][O:3][C:4](=[O:11])[CH2:5][CH2:6][CH2:7][CH2:8][CH2:9][NH:10][C:31]([NH:30][C:22](=[O:29])[C:23]1[CH:24]=[CH:25][CH:26]=[CH:27][CH:28]=1)=[O:32]. The yield is 0.790. (4) The reactants are [C:1]1([CH:7]([N:9]2[CH2:13][CH2:12][CH:11]([CH2:14][NH2:15])[CH2:10]2)[CH3:8])[CH:6]=[CH:5][CH:4]=[CH:3][CH:2]=1.[CH3:16][C:17]([O:20][C:21](O[C:21]([O:20][C:17]([CH3:19])([CH3:18])[CH3:16])=[O:22])=[O:22])([CH3:19])[CH3:18]. The catalyst is C1COCC1. The product is [C:17]([O:20][C:21](=[O:22])[NH:15][CH2:14][CH:11]1[CH2:12][CH2:13][N:9]([CH:7]([C:1]2[CH:2]=[CH:3][CH:4]=[CH:5][CH:6]=2)[CH3:8])[CH2:10]1)([CH3:19])([CH3:18])[CH3:16]. The yield is 0.580. (5) The reactants are [CH2:1]([N:8]([CH2:38][C:39]1[CH:44]=[CH:43][CH:42]=[CH:41][CH:40]=1)[CH:9]1[CH2:13][CH:12]([C:14](=O)[CH2:15][NH:16][C:17]2[N:18]=[C:19]3[CH:25]=[CH:24][N:23]([S:26]([C:29]4[CH:35]=[CH:34][C:32]([CH3:33])=[CH:31][CH:30]=4)(=[O:28])=[O:27])[C:20]3=[N:21][CH:22]=2)[CH:11]([CH3:37])[CH2:10]1)[C:2]1[CH:7]=[CH:6][CH:5]=[CH:4][CH:3]=1.COC1C=CC(P2(SP(C3C=CC(OC)=CC=3)(=S)S2)=S)=CC=1. No catalyst specified. The product is [CH2:1]([N:8]([CH2:38][C:39]1[CH:44]=[CH:43][CH:42]=[CH:41][CH:40]=1)[CH:9]1[CH2:13][CH:12]([C:14]2[N:18]3[C:19]4[CH:25]=[CH:24][N:23]([S:26]([C:29]5[CH:35]=[CH:34][C:32]([CH3:33])=[CH:31][CH:30]=5)(=[O:28])=[O:27])[C:20]=4[N:21]=[CH:22][C:17]3=[N:16][CH:15]=2)[CH:11]([CH3:37])[CH2:10]1)[C:2]1[CH:7]=[CH:6][CH:5]=[CH:4][CH:3]=1. The yield is 0.870. (6) The reactants are Cl.[NH2:2][CH2:3][C:4](=[O:16])[CH2:5][CH2:6][C:7]([O:9][CH2:10][CH2:11][CH2:12][CH2:13][CH2:14][CH3:15])=[O:8].[CH3:17][S:18]([OH:21])(=[O:20])=[O:19]. The catalyst is O.C(O)C. The product is [CH3:17][S:18]([OH:21])(=[O:20])=[O:19].[NH2:2][CH2:3][C:4](=[O:16])[CH2:5][CH2:6][C:7]([O:9][CH2:10][CH2:11][CH2:12][CH2:13][CH2:14][CH3:15])=[O:8]. The yield is 0.620. (7) The reactants are [CH:1]1([C:4]2[C:12]3[C:7](=[N:8][CH:9]=[C:10]([NH2:13])[CH:11]=3)[NH:6][N:5]=2)[CH2:3][CH2:2]1.[F:14][C:15]1[C:23]([NH:24][S:25]([CH2:28][CH2:29][CH2:30][F:31])(=[O:27])=[O:26])=[CH:22][CH:21]=[C:20]([F:32])[C:16]=1[C:17](O)=[O:18].CCN=C=NCCCN(C)C.C1C=CC2N(O)N=NC=2C=1. The catalyst is CN(C=O)C. The product is [CH:1]1([C:4]2[C:12]3[C:7](=[N:8][CH:9]=[C:10]([NH:13][C:17](=[O:18])[C:16]4[C:20]([F:32])=[CH:21][CH:22]=[C:23]([NH:24][S:25]([CH2:28][CH2:29][CH2:30][F:31])(=[O:26])=[O:27])[C:15]=4[F:14])[CH:11]=3)[NH:6][N:5]=2)[CH2:3][CH2:2]1. The yield is 0.500. (8) The reactants are O.[CH3:2][C:3]1[N:4]=[C:5]([C@H:8]2[CH2:12][CH2:11][CH2:10][N:9]2[C:13]([C:15]2[CH:16]=[C:17]([CH:21]=[CH:22][CH:23]=2)[C:18](O)=[O:19])=[O:14])[S:6][CH:7]=1.CCN=C=NCCCN(C)C.Cl.[NH2:36][C@@H:37]([CH2:60][C:61]1[CH:66]=[CH:65][CH:64]=[CH:63][CH:62]=1)[C@@H:38]([CH:40]1[CH2:44][C@@H:43]([O:45][CH2:46][C:47]2[CH:52]=[CH:51][CH:50]=[CH:49][CH:48]=2)[CH2:42][N:41]1[C:53]([O:55][C:56]([CH3:59])([CH3:58])[CH3:57])=[O:54])[OH:39].CCN(C(C)C)C(C)C. The catalyst is C(Cl)Cl. The product is [CH2:46]([O:45][C@H:43]1[CH2:42][N:41]([C:53]([O:55][C:56]([CH3:57])([CH3:58])[CH3:59])=[O:54])[C@@H:40]([C@@H:38]([OH:39])[C@@H:37]([NH:36][C:18](=[O:19])[C:17]2[CH:21]=[CH:22][CH:23]=[C:15]([C:13]([N:9]3[CH2:10][CH2:11][CH2:12][C@@H:8]3[C:5]3[S:6][CH:7]=[C:3]([CH3:2])[N:4]=3)=[O:14])[CH:16]=2)[CH2:60][C:61]2[CH:62]=[CH:63][CH:64]=[CH:65][CH:66]=2)[CH2:44]1)[C:47]1[CH:52]=[CH:51][CH:50]=[CH:49][CH:48]=1. The yield is 0.810. (9) The reactants are [CH2:1]([O:8][CH2:9][C:10](Cl)=[O:11])[C:2]1[CH:7]=[CH:6][CH:5]=[CH:4][CH:3]=1.[Si]([O:20][C:21]1[C:30]2[C:25](=[C:26]([O:32][CH2:33][CH2:34][CH3:35])[CH:27]=[CH:28][C:29]=2[F:31])[N:24]=[CH:23][C:22]=1[C:36]1[CH:41]=[CH:40][C:39]([O:42][CH3:43])=[CH:38][CH:37]=1)(C(C)(C)C)(C)C.C(=O)(O)[O-].[Na+]. The catalyst is ClCCl. The product is [CH2:1]([O:8][CH2:9][C:10]([N:24]1[C:25]2[C:30](=[C:29]([F:31])[CH:28]=[CH:27][C:26]=2[O:32][CH2:33][CH2:34][CH3:35])[C:21](=[O:20])[C:22]([C:36]2[CH:37]=[CH:38][C:39]([O:42][CH3:43])=[CH:40][CH:41]=2)=[CH:23]1)=[O:11])[C:2]1[CH:7]=[CH:6][CH:5]=[CH:4][CH:3]=1. The yield is 0.150. (10) The product is [N:1]1[N:2]([CH2:10][CH2:11][C:12]#[C:13][C:14]2[N:19]=[C:18]([NH:20][CH:21]=[O:22])[CH:17]=[CH:16][CH:15]=2)[N:3]=[C:4]2[CH:9]=[CH:8][CH:7]=[CH:6][C:5]=12. The yield is 0.320. No catalyst specified. The reactants are [N:1]1[N:2]([CH2:10][CH2:11][C:12]#[C:13][C:14]2[N:19]=[C:18]([NH2:20])[CH:17]=[CH:16][CH:15]=2)[N:3]=[C:4]2[CH:9]=[CH:8][CH:7]=[CH:6][C:5]=12.[CH:21](O)=[O:22].